Dataset: Forward reaction prediction with 1.9M reactions from USPTO patents (1976-2016). Task: Predict the product of the given reaction. (1) Given the reactants [CH:1]1([CH2:4][N:5]2[CH:9]=[C:8]([C:10]3[N:15]=[C:14]([NH:16][C:17]4[N:22]=[CH:21][C:20]5[N:23]=[C:24]([CH2:29][O:30][CH:31]6[CH2:36][CH2:35][CH2:34][CH2:33][O:32]6)[N:25]([CH:26]([CH3:28])[CH3:27])[C:19]=5[CH:18]=4)[CH:13]=[CH:12][N:11]=3)[C:7]([N+:37]([O-])=O)=[N:6]2)[CH2:3][CH2:2]1.[Cl-].[NH4+].O.C(O)(=O)C, predict the reaction product. The product is: [NH2:37][C:7]1[C:8]([C:10]2[N:15]=[C:14]([NH:16][C:17]3[N:22]=[CH:21][C:20]4[N:23]=[C:24]([CH2:29][O:30][CH:31]5[CH2:36][CH2:35][CH2:34][CH2:33][O:32]5)[N:25]([CH:26]([CH3:27])[CH3:28])[C:19]=4[CH:18]=3)[CH:13]=[CH:12][N:11]=2)=[CH:9][N:5]([CH2:4][CH:1]2[CH2:3][CH2:2]2)[N:6]=1. (2) Given the reactants [Cl:1][C:2]1[CH:3]=[N:4][C:5]2[CH:6]=[CH:7][C:8](=[O:29])[N:9]([CH3:28])[C:10]=2[C:11]=1[CH2:12][CH2:13][N:14]1[CH2:18][C@@H:17]([OH:19])[C@@H:16]([CH2:20][NH:21]C(=O)C(F)(F)F)[CH2:15]1.[O:30]=[C:31]1[CH2:36][S:35][C:34]2[CH:37]=[CH:38][C:39]([CH:41]=O)=[N:40][C:33]=2[NH:32]1, predict the reaction product. The product is: [ClH:1].[ClH:1].[Cl:1][C:2]1[CH:3]=[N:4][C:5]2[CH:6]=[CH:7][C:8](=[O:29])[N:9]([CH3:28])[C:10]=2[C:11]=1[CH2:12][CH2:13][N:14]1[CH2:18][C@@H:17]([OH:19])[C@@H:16]([CH2:20][NH:21][CH2:41][C:39]2[CH:38]=[CH:37][C:34]3[S:35][CH2:36][C:31](=[O:30])[NH:32][C:33]=3[N:40]=2)[CH2:15]1. (3) Given the reactants [Cl:1][C:2]1[CH:7]=[CH:6][C:5]([S:8](Cl)(=[O:10])=[O:9])=[CH:4][C:3]=1[C:12]([F:15])([F:14])[F:13].C[O:17][C:18]([C:20]1[C:25]([NH2:26])=[CH:24][CH:23]=[CH:22][N:21]=1)=[O:19].C1COCC1.[Li+].[OH-], predict the reaction product. The product is: [Cl:1][C:2]1[CH:7]=[CH:6][C:5]([S:8]([NH:26][C:25]2[C:20]([C:18]([OH:19])=[O:17])=[N:21][CH:22]=[CH:23][CH:24]=2)(=[O:10])=[O:9])=[CH:4][C:3]=1[C:12]([F:15])([F:14])[F:13]. (4) Given the reactants [C:1]([C:3]1[CH:4]=[C:5]2[C:9](=[CH:10][CH:11]=1)[NH:8][CH:7]=[C:6]2[CH2:12][CH2:13][CH2:14][CH2:15][N:16]1[CH2:21][CH2:20][N:19]([C:22]2[CH:23]=[CH:24][C:25]3[O:29][C:28]([C:30](=[O:32])[NH2:31])=[CH:27][C:26]=3[CH:33]=2)[CH2:18][CH2:17]1)#[N:2].[ClH:34], predict the reaction product. The product is: [ClH:34].[ClH:34].[C:1]([C:3]1[CH:4]=[C:5]2[C:9](=[CH:10][CH:11]=1)[NH:8][CH:7]=[C:6]2[CH2:12][CH2:13][CH2:14][CH2:15][N:16]1[CH2:17][CH2:18][N:19]([C:22]2[CH:23]=[CH:24][C:25]3[O:29][C:28]([C:30](=[O:32])[NH2:31])=[CH:27][C:26]=3[CH:33]=2)[CH2:20][CH2:21]1)#[N:2]. (5) Given the reactants [CH3:1][O:2][C:3]1[CH:21]=[C:20]([O:22][CH3:23])[CH:19]=[CH:18][C:4]=1[CH2:5][NH:6][C:7]1[CH:14]=[CH:13][C:10]([C:11]#[N:12])=[CH:9][C:8]=1[N+:15]([O-])=O.S(S([O-])=O)([O-])=O.[Na+].[Na+].C(=O)(O)[O-].[Na+].[Na+].[Cl-], predict the reaction product. The product is: [CH3:1][O:2][C:3]1[CH:21]=[C:20]([O:22][CH3:23])[CH:19]=[CH:18][C:4]=1[CH2:5][NH:6][C:7]1[CH:14]=[CH:13][C:10]([C:11]#[N:12])=[CH:9][C:8]=1[NH2:15]. (6) Given the reactants [CH:1]1([NH:6][C:7]2[N:16]=[CH:15][C:14]3[CH2:13][CH2:12][C:11]4[C:17]([C:21]([O-])=[O:22])=[N:18][N:19]([CH3:20])[C:10]=4[C:9]=3[N:8]=2)[CH2:5][CH2:4][CH2:3][CH2:2]1.[K+].C(Cl)(=O)C(Cl)=O.Cl.[CH3:32][NH:33][OH:34].C(N(CC)CC)C, predict the reaction product. The product is: [CH:1]1([NH:6][C:7]2[N:16]=[CH:15][C:14]3[CH2:13][CH2:12][C:11]4[C:17]([C:21]([N:33]([OH:34])[CH3:32])=[O:22])=[N:18][N:19]([CH3:20])[C:10]=4[C:9]=3[N:8]=2)[CH2:2][CH2:3][CH2:4][CH2:5]1. (7) Given the reactants [CH2:1]([C:3]1[N:11]=[C:10]([O:12][CH3:13])[C:9]([NH:14][C:15]([N:17]2[CH2:22][CH2:21][N:20]([C:23]3[CH:28]=[C:27]([O:29][CH3:30])[CH:26]=[C:25]([O:31][CH3:32])[CH:24]=3)[CH2:19][CH2:18]2)=[O:16])=[CH:8][C:4]=1[C:5](O)=[O:6])[CH3:2].[CH:33]1[C:46]2[C:37](=[N:38][C:39]3[C:44]([C:45]=2[NH:47][C:48]2[CH:49]=[C:50]([NH:56][C:57](=[O:61])[CH:58]([NH2:60])[CH3:59])[CH:51]=[C:52]([CH2:54][OH:55])[CH:53]=2)=[CH:43][CH:42]=[CH:41][CH:40]=3)[CH:36]=[CH:35][CH:34]=1, predict the reaction product. The product is: [CH:43]1[C:44]2[C:39](=[N:38][C:37]3[C:46]([C:45]=2[NH:47][C:48]2[CH:49]=[C:50]([NH:56][C:57]([CH:58]([NH:60][C:5]([C:4]4[CH:8]=[C:9]([NH:14][C:15]([N:17]5[CH2:18][CH2:19][N:20]([C:23]6[CH:24]=[C:25]([O:31][CH3:32])[CH:26]=[C:27]([O:29][CH3:30])[CH:28]=6)[CH2:21][CH2:22]5)=[O:16])[C:10]([O:12][CH3:13])=[N:11][C:3]=4[CH2:1][CH3:2])=[O:6])[CH3:59])=[O:61])[CH:51]=[C:52]([CH2:54][OH:55])[CH:53]=2)=[CH:33][CH:34]=[CH:35][CH:36]=3)[CH:40]=[CH:41][CH:42]=1. (8) Given the reactants Br[C:2]1[CH:7]=[CH:6][CH:5]=[C:4]([C:8]([F:11])([F:10])[F:9])[C:3]=1[Cl:12].[NH:13]1[CH2:17][CH2:16][CH:15]([CH2:18][CH2:19][C:20]([O:22][CH2:23][CH3:24])=[O:21])[CH2:14]1, predict the reaction product. The product is: [Cl:12][C:3]1[C:4]([C:8]([F:11])([F:10])[F:9])=[CH:5][CH:6]=[CH:7][C:2]=1[N:13]1[CH2:17][CH2:16][CH:15]([CH2:18][CH2:19][C:20]([O:22][CH2:23][CH3:24])=[O:21])[CH2:14]1. (9) The product is: [ClH:23].[NH:8]1[CH2:13][CH2:12][CH2:11][CH:10]([NH:14][C:15]2[N:16]=[CH:17][C:18]([C:21]#[N:22])=[CH:19][CH:20]=2)[CH2:9]1. Given the reactants C(OC([N:8]1[CH2:13][CH2:12][CH2:11][CH:10]([NH:14][C:15]2[CH:20]=[CH:19][C:18]([C:21]#[N:22])=[CH:17][N:16]=2)[CH2:9]1)=O)(C)(C)C.[ClH:23], predict the reaction product. (10) The product is: [CH3:9][N:11]([CH3:14])/[CH:12]=[CH:2]/[C:3]([O:5][CH2:6][CH3:7])=[O:4]. Given the reactants Cl[C:2](=O)[C:3]([O:5][CH2:6][CH3:7])=[O:4].[CH2:9]([N:11]([CH2:14]C)[CH2:12]C)C.C(OC(N(C)N)=O)(C)(C)C, predict the reaction product.